From a dataset of Full USPTO retrosynthesis dataset with 1.9M reactions from patents (1976-2016). Predict the reactants needed to synthesize the given product. Given the product [Cl:20][C:6]1[CH:5]=[N:4][CH:3]=[C:2]([Cl:1])[C:7]=1[S:8][C:9]1[S:13][C:12]([C:14]([NH:26][CH:25]([C:27]2[CH:28]=[CH:29][CH:30]=[CH:31][CH:32]=2)[CH2:24][CH2:23][N:22]([CH3:33])[CH3:21])=[O:16])=[CH:11][C:10]=1[N+:17]([O-:19])=[O:18], predict the reactants needed to synthesize it. The reactants are: [Cl:1][C:2]1[CH:3]=[N:4][CH:5]=[C:6]([Cl:20])[C:7]=1[S:8][C:9]1[S:13][C:12]([C:14]([OH:16])=O)=[CH:11][C:10]=1[N+:17]([O-:19])=[O:18].[CH3:21][N:22]([CH3:33])[CH2:23][CH2:24][CH:25]([C:27]1[CH:32]=[CH:31][CH:30]=[CH:29][CH:28]=1)[NH2:26].